This data is from Reaction yield outcomes from USPTO patents with 853,638 reactions. The task is: Predict the reaction yield, written as a fraction of the theoretical maximum amount of product (1.0 means a 100% yield; for example, 0.34 means a 34% yield). (1) The reactants are [CH3:1][N:2]([CH3:13])[C:3]1[CH:12]=[CH:11][CH:10]=[CH:9][C:4]=1[C:5](OC)=[O:6].[BH4-].[Na+]. The catalyst is C1COCC1. The product is [CH3:1][N:2]([CH3:13])[C:3]1[CH:12]=[CH:11][CH:10]=[CH:9][C:4]=1[CH2:5][OH:6]. The yield is 0.600. (2) The reactants are [Cl:1][C:2]1[C:3]([N+:16]([O-])=O)=[CH:4][C:5]([N+:13]([O-])=O)=[C:6](/[CH:8]=[CH:9]/N(C)C)[CH:7]=1. The catalyst is [Ni].CCO. The product is [Cl:1][C:2]1[CH:7]=[C:6]2[C:5](=[CH:4][C:3]=1[NH2:16])[NH:13][CH:9]=[CH:8]2. The yield is 0.160. (3) The product is [C:11]([O:10][C:9](=[O:15])[NH:8][C:4]1[CH:3]=[C:2]([B:16]2[O:20][C:19]([CH3:22])([CH3:21])[C:18]([CH3:24])([CH3:23])[O:17]2)[CH:7]=[CH:6][N:5]=1)([CH3:14])([CH3:13])[CH3:12]. The reactants are Br[C:2]1[CH:7]=[CH:6][N:5]=[C:4]([NH:8][C:9](=[O:15])[O:10][C:11]([CH3:14])([CH3:13])[CH3:12])[CH:3]=1.[B:16]1([B:16]2[O:20][C:19]([CH3:22])([CH3:21])[C:18]([CH3:24])([CH3:23])[O:17]2)[O:20][C:19]([CH3:22])([CH3:21])[C:18]([CH3:24])([CH3:23])[O:17]1.C([O-])(=O)C.[K+]. The catalyst is CS(C)=O.C1C=CC(P([C]2[CH][CH][CH][CH]2)C2C=CC=CC=2)=CC=1.C1C=CC(P([C]2[CH][CH][CH][CH]2)C2C=CC=CC=2)=CC=1.Cl[Pd]Cl.[Fe]. The yield is 0.760. (4) The reactants are [Cl:1][C:2]1[CH:7]=[CH:6][C:5]([C:8]2[O:12][N:11]=[CH:10][C:9]=2[CH2:13][CH2:14][C:15]([OH:17])=[O:16])=[CH:4][CH:3]=1.S(=O)(=O)(O)O.[CH3:23]O. No catalyst specified. The product is [Cl:1][C:2]1[CH:3]=[CH:4][C:5]([C:8]2[O:12][N:11]=[CH:10][C:9]=2[CH2:13][CH2:14][C:15]([O:17][CH3:23])=[O:16])=[CH:6][CH:7]=1. The yield is 0.940. (5) The reactants are Cl[C:2]1[C:23]([O:24][CH:25]([CH3:27])[CH3:26])=[CH:22][C:5]([C:6]([NH:8][S:9]([C:12]2[CH:17]=[CH:16][CH:15]=[CH:14][C:13]=2[S:18](=[O:21])(=[O:20])[NH2:19])(=[O:11])=[O:10])=[O:7])=[CH:4][N:3]=1.[C:28]([CH:30]1[CH2:32][CH2:31]1)#[CH:29]. No catalyst specified. The product is [CH:30]1([C:28]#[C:29][C:2]2[C:23]([O:24][CH:25]([CH3:27])[CH3:26])=[CH:22][C:5]([C:6]([NH:8][S:9]([C:12]3[CH:17]=[CH:16][CH:15]=[CH:14][C:13]=3[S:18](=[O:21])(=[O:20])[NH2:19])(=[O:11])=[O:10])=[O:7])=[CH:4][N:3]=2)[CH2:32][CH2:31]1. The yield is 0.370. (6) The reactants are C1C(=O)N(Br)C(=[O:4])C1.CC([Si](C)(C)[O:14][C@@H:15]1[CH2:28][C@@H:27]2[C@H:18]([C@H:19]3[C@H:24]([CH2:25][CH2:26]2)[CH2:23][C@:22]2([CH3:34])[C:29](=[N:32][OH:33])[CH2:30][CH2:31][C@H:21]2[CH2:20]3)[CH2:17][CH2:16]1)(C)C.[BH4-].[Na+].Cl. The catalyst is O1CCOCC1. The product is [CH3:34][C@@:22]12[C@@H:29]([N+:32]([O-:4])=[O:33])[CH2:30][CH2:31][C@H:21]1[CH2:20][C@@H:19]1[C@H:24]([CH2:25][CH2:26][C@H:27]3[C@H:18]1[CH2:17][CH2:16][C@H:15]([OH:14])[CH2:28]3)[CH2:23]2. The yield is 0.560. (7) The reactants are [CH3:1][O:2][C:3]1[CH:16]=[C:15]([O:17][CH3:18])[CH:14]=[CH:13][C:4]=1[CH2:5][N:6]1[C:10](=[O:11])[CH2:9][CH2:8][C:7]1=[O:12].C[O:20][C:21]([C:23]1[C:28]([C:29](OC)=[O:30])=[CH:27][CH:26]=[CH:25][N:24]=1)=O.[H-].[Na+].Cl. The catalyst is O1CCCC1.CCOCC.CO. The yield is 0.520. The product is [CH3:1][O:2][C:3]1[CH:16]=[C:15]([O:17][CH3:18])[CH:14]=[CH:13][C:4]=1[CH2:5][N:6]1[C:7](=[O:12])[C:8]2[C:21]([OH:20])=[C:23]3[C:28]([CH:27]=[CH:26][CH:25]=[N:24]3)=[C:29]([OH:30])[C:9]=2[C:10]1=[O:11].